Dataset: Catalyst prediction with 721,799 reactions and 888 catalyst types from USPTO. Task: Predict which catalyst facilitates the given reaction. (1) Reactant: COC1C=C(OC)C=CC=1C[NH:6][CH2:7][C:8]1[CH:9]=[C:10]([C:27]2[C:28]([CH3:33])=[N:29][O:30][C:31]=2[CH3:32])[C:11]2[O:16][CH2:15][C@H:14]([C:17]3[CH:22]=[CH:21][CH:20]=[CH:19][N:18]=3)[N:13]3[C:23](=[O:26])[NH:24][C:25]=1[C:12]=23.[F:40][C:41]([F:46])([F:45])[C:42]([OH:44])=[O:43]. Product: [F:40][C:41]([F:46])([F:45])[C:42]([OH:44])=[O:43].[F:40][C:41]([F:46])([F:45])[C:42]([OH:44])=[O:43].[NH2:6][CH2:7][C:8]1[CH:9]=[C:10]([C:27]2[C:28]([CH3:33])=[N:29][O:30][C:31]=2[CH3:32])[C:11]2[O:16][CH2:15][C@H:14]([C:17]3[CH:22]=[CH:21][CH:20]=[CH:19][N:18]=3)[N:13]3[C:23](=[O:26])[NH:24][C:25]=1[C:12]=23. The catalyst class is: 6. (2) Reactant: [CH:1]([C:3]1[CH:12]=[CH:11][C:6]([C:7]([O:9][CH3:10])=[O:8])=[CH:5][CH:4]=1)=[O:2].C(=O)([O-])[O-].[K+].[K+].C1(C)C=CC(S([CH2:28][N+:29]#[C-:30])(=O)=O)=CC=1. Product: [O:2]1[C:1]([C:3]2[CH:12]=[CH:11][C:6]([C:7]([O:9][CH3:10])=[O:8])=[CH:5][CH:4]=2)=[CH:30][N:29]=[CH:28]1. The catalyst class is: 5. (3) Reactant: [CH2:1]([NH2:3])[CH3:2].Cl[SiH:5]1[N:9]([C:10]([CH3:13])([CH3:12])[CH3:11])[CH:8]=[CH:7][N:6]1[C:14]([CH3:17])([CH3:16])[CH3:15]. Product: [C:14]([N:6]1[CH:7]=[CH:8][N:9]([C:10]([CH3:13])([CH3:12])[CH3:11])[SiH:5]1[NH:3][CH2:1][CH3:2])([CH3:17])([CH3:16])[CH3:15]. The catalyst class is: 81. (4) Reactant: [I:1][C:2]1[C:6]([C:7]2[N:11]=[CH:10][NH:9][N:8]=2)=[CH:5][N:4]([C:12]2[C:17]([CH3:18])=[CH:16][N:15]=[C:14]([NH:19][C:20](=[O:22])[CH3:21])[CH:13]=2)[N:3]=1.C(=O)([O-])[O-].[Cs+].[Cs+].Cl[CH2:30][O:31][CH2:32][CH2:33][Si:34]([CH3:37])([CH3:36])[CH3:35]. Product: [I:1][C:2]1[C:6]([C:7]2[N:11]=[CH:10][N:9]([CH2:30][O:31][CH2:32][CH2:33][Si:34]([CH3:37])([CH3:36])[CH3:35])[N:8]=2)=[CH:5][N:4]([C:12]2[C:17]([CH3:18])=[CH:16][N:15]=[C:14]([NH:19][C:20](=[O:22])[CH3:21])[CH:13]=2)[N:3]=1. The catalyst class is: 31. (5) Reactant: [Br:1][C:2]1[CH:20]=[CH:19][C:5]2[NH:6][C:7](=[O:18])[CH2:8][C:9]3[CH:14]=[N:13][C:12](S(C)=O)=[N:11][C:10]=3[C:4]=2[CH:3]=1.[CH3:21][NH:22][C:23]1[CH:28]=[CH:27][CH:26]=[CH:25][CH:24]=1. Product: [Br:1][C:2]1[CH:20]=[CH:19][C:5]2[NH:6][C:7](=[O:18])[CH2:8][C:9]3[CH:14]=[N:13][C:12]([N:22]([CH3:21])[C:23]4[CH:28]=[CH:27][CH:26]=[CH:25][CH:24]=4)=[N:11][C:10]=3[C:4]=2[CH:3]=1. The catalyst class is: 6.